Predict the reaction yield, written as a fraction of the theoretical maximum amount of product (1.0 means a 100% yield; for example, 0.34 means a 34% yield). From a dataset of Reaction yield outcomes from USPTO patents with 853,638 reactions. (1) The reactants are Br[C:2]1(Br)[C:10]2[C:5](=[N:6][CH:7]=[C:8]([Br:11])[CH:9]=2)[NH:4][C:3]1=[O:12]. The catalyst is C(O)(=O)C.[Zn]. The product is [Br:11][C:8]1[CH:9]=[C:10]2[CH2:2][C:3](=[O:12])[NH:4][C:5]2=[N:6][CH:7]=1. The yield is 0.320. (2) The reactants are [F:1][C:2]([F:23])([F:22])[C:3]1[N:11]=[C:10]([NH:12][CH2:13][CH2:14][C:15]2[CH:20]=[CH:19][CH:18]=[CH:17][CH:16]=2)[N:9]=[C:8]2[C:4]=1[N:5]=[CH:6][N:7]2[CH3:21].C(O)C.C(=O)=O.[Li]CCCC.[I:35]I. The catalyst is CCCCCC.C1COCC1. The product is [I:35][C:6]1[N:7]([CH3:21])[C:8]2[C:4]([N:5]=1)=[C:3]([C:2]([F:1])([F:22])[F:23])[N:11]=[C:10]([NH:12][CH2:13][CH2:14][C:15]1[CH:16]=[CH:17][CH:18]=[CH:19][CH:20]=1)[N:9]=2. The yield is 0.910. (3) The reactants are [CH3:1][C:2]1([CH:9]2[CH2:14][CH2:13][CH2:12][CH:11]([CH3:15])[CH2:10]2)[NH:6][C:5](=[O:7])[NH:4][C:3]1=[O:8].Br[CH2:17][C:18]([C:20]1[CH:25]=[CH:24][CH:23]=[CH:22][CH:21]=1)=[O:19]. No catalyst specified. The product is [CH3:1][C:2]1([CH:9]2[CH2:14][CH2:13][CH2:12][CH:11]([CH3:15])[CH2:10]2)[NH:6][C:5](=[O:7])[N:4]([CH2:17][C:18](=[O:19])[C:20]2[CH:25]=[CH:24][CH:23]=[CH:22][CH:21]=2)[C:3]1=[O:8]. The yield is 0.820.